This data is from Reaction yield outcomes from USPTO patents with 853,638 reactions. The task is: Predict the reaction yield, written as a fraction of the theoretical maximum amount of product (1.0 means a 100% yield; for example, 0.34 means a 34% yield). (1) The catalyst is C(O)(C)C. The product is [O:31]=[C:30]1[C:29]2[C:24](=[CH:25][CH:26]=[CH:27][CH:28]=2)[C:23](=[O:32])[N:22]1[CH2:21][C@@H:9]([NH:5][C:6](=[O:8])[O:7][C:11]([CH3:16])([CH3:12])[CH3:10])[CH2:10][C:11]1[CH:12]=[CH:13][C:14]([C:17]2[N:33]=[C:34]3[C:39]([CH:40]([OH:42])[CH3:41])=[CH:38][CH:37]=[CH:36][N:35]3[CH:18]=2)=[CH:15][CH:16]=1. The reactants are CC([N:5]([C@H:9]([CH2:21][N:22]1[C:30](=[O:31])[C:29]2[C:24](=[CH:25][CH:26]=[CH:27][CH:28]=2)[C:23]1=[O:32])[CH2:10][C:11]1[CH:16]=[CH:15][C:14]([C:17](=O)[CH2:18]Br)=[CH:13][CH:12]=1)[C:6](=[O:8])[O-:7])(C)C.[NH2:33][C:34]1[C:39]([CH:40]([OH:42])[CH3:41])=[CH:38][CH:37]=[CH:36][N:35]=1.C(=O)(O)[O-].[Na+]. The yield is 0.870. (2) The reactants are C[N:2]([CH3:19])/[CH:3]=[CH:4]/[C:5](=O)[CH2:6][N:7]1[C:15](=[O:16])[C:14]2[C:9](=[CH:10][CH:11]=[CH:12][CH:13]=2)[C:8]1=[O:17].[NH2:20][C:21]1[NH:25][N:24]=[C:23]([C:26]2[CH:31]=[CH:30][C:29]([O:32][C:33]3[CH:38]=[CH:37][CH:36]=[CH:35][CH:34]=3)=[CH:28][CH:27]=2)[C:22]=1C#N. The catalyst is CC(O)=O. The product is [O:16]=[C:15]1[C:14]2[C:9](=[CH:10][CH:11]=[CH:12][CH:13]=2)[C:8](=[O:17])[N:7]1[CH2:6][C:5]1[N:25]2[N:24]=[C:23]([C:26]3[CH:31]=[CH:30][C:29]([O:32][C:33]4[CH:38]=[CH:37][CH:36]=[CH:35][CH:34]=4)=[CH:28][CH:27]=3)[C:22]([C:21]#[N:20])=[C:19]2[N:2]=[CH:3][CH:4]=1. The yield is 0.400. (3) The reactants are [NH2:1][C:2]1[CH:30]=[CH:29][C:5]([O:6][C:7]2[CH:12]=[CH:11][N:10]=[C:9]([NH:13][C:14](=[O:28])[N:15]([CH:17]3[CH2:22][CH2:21][N:20]([CH2:23][CH2:24][N:25]([CH3:27])[CH3:26])[CH2:19][CH2:18]3)[CH3:16])[CH:8]=2)=[CH:4][CH:3]=1.[C:31]1([CH2:37][C:38]([N:40]=[C:41]=[O:42])=[O:39])[CH:36]=[CH:35][CH:34]=[CH:33][CH:32]=1. The catalyst is O1CCCC1.CCCCCC. The product is [CH3:27][N:25]([CH3:26])[CH2:24][CH2:23][N:20]1[CH2:21][CH2:22][CH:17]([N:15]([CH3:16])[C:14]([NH:13][C:9]2[CH:8]=[C:7]([O:6][C:5]3[CH:4]=[CH:3][C:2]([NH:1][C:41]([NH:40][C:38](=[O:39])[CH2:37][C:31]4[CH:32]=[CH:33][CH:34]=[CH:35][CH:36]=4)=[O:42])=[CH:30][CH:29]=3)[CH:12]=[CH:11][N:10]=2)=[O:28])[CH2:18][CH2:19]1. The yield is 0.480. (4) The reactants are C([O:4][C:5]1[C:14]2[CH2:13][CH2:12][CH2:11][CH2:10][C:9]=2[CH:8]=[C:7]([CH3:15])[CH:6]=1)(=O)C.[OH-].[Na+]. The catalyst is C1COCC1.CO. The product is [CH3:15][C:7]1[CH:6]=[C:5]([OH:4])[C:14]2[CH2:13][CH2:12][CH2:11][CH2:10][C:9]=2[CH:8]=1. The yield is 0.990. (5) The catalyst is N1C=CC=CC=1. The product is [CH3:15][O:14][C:11]1[CH:12]=[CH:13][C:8]([C:3]2[N:4]=[C:5]([CH3:7])[S:6][C:2]=2[C:16]#[N:17])=[CH:9][CH:10]=1. The reactants are Br[C:2]1[S:6][C:5]([CH3:7])=[N:4][C:3]=1[C:8]1[CH:13]=[CH:12][C:11]([O:14][CH3:15])=[CH:10][CH:9]=1.[C:16]([Cu])#[N:17].Cl. The yield is 0.920. (6) The reactants are [C:1]([OH:9])(=O)[C:2]1[CH:7]=[CH:6][CH:5]=[CH:4][CH:3]=1.[CH2:10](Cl)[CH2:11]Cl.[CH:14]1[CH:15]=[CH:16][C:17]2[N:22](O)N=[N:20][C:18]=2[CH:19]=1.[CH3:24]CN(C(C)C)C(C)C.Cl.[CH3:34][O:35][C:36](=[O:41])[C@H:37]([CH2:39][OH:40])[NH2:38]. The catalyst is CN(C=O)C. The product is [CH3:24][N:22]1[C:17]2[CH:16]=[CH:15][CH:14]=[CH:19][C:18]=2[N:20]=[C:10]1[CH2:11][C:5]1[CH:4]=[CH:3][C:2]([C:1]([NH:38][C@H:37]([C:36]([O:35][CH3:34])=[O:41])[CH2:39][OH:40])=[O:9])=[CH:7][CH:6]=1. The yield is 0.580. (7) The reactants are [CH3:1][O:2][C:3]1[CH:8]=[CH:7][CH:6]=[C:5]([NH2:9])[CH:4]=1.[C:10](OC(=O)C)(=[O:12])[CH3:11]. The yield is 0.964. The catalyst is C1COCC1. The product is [CH3:11][C:10]([NH:9][C:5]1[CH:6]=[CH:7][CH:8]=[C:3]([O:2][CH3:1])[CH:4]=1)=[O:12].